Dataset: NCI-60 drug combinations with 297,098 pairs across 59 cell lines. Task: Regression. Given two drug SMILES strings and cell line genomic features, predict the synergy score measuring deviation from expected non-interaction effect. (1) Drug 1: CCCS(=O)(=O)NC1=C(C(=C(C=C1)F)C(=O)C2=CNC3=C2C=C(C=N3)C4=CC=C(C=C4)Cl)F. Drug 2: CN(CCCl)CCCl.Cl. Cell line: EKVX. Synergy scores: CSS=4.29, Synergy_ZIP=5.47, Synergy_Bliss=-0.540, Synergy_Loewe=-4.38, Synergy_HSA=-2.84. (2) Drug 1: CC12CCC(CC1=CCC3C2CCC4(C3CC=C4C5=CN=CC=C5)C)O. Cell line: MDA-MB-231. Drug 2: CC1OCC2C(O1)C(C(C(O2)OC3C4COC(=O)C4C(C5=CC6=C(C=C35)OCO6)C7=CC(=C(C(=C7)OC)O)OC)O)O. Synergy scores: CSS=32.2, Synergy_ZIP=6.76, Synergy_Bliss=9.95, Synergy_Loewe=4.70, Synergy_HSA=11.6.